Dataset: Catalyst prediction with 721,799 reactions and 888 catalyst types from USPTO. Task: Predict which catalyst facilitates the given reaction. (1) Reactant: [C:1]([NH:4][C:5]1[S:6][C:7]2[CH2:13][C@H:12]([C:14]([OH:16])=[O:15])[CH2:11][CH2:10][C:8]=2[N:9]=1)(=[O:3])[CH3:2].C[C@@H](N)C1C=CC=CC=1. Product: [C:1]([NH:4][C:5]1[S:6][C:7]2[CH2:13][CH:12]([C:14]([OH:16])=[O:15])[CH2:11][CH2:10][C:8]=2[N:9]=1)(=[O:3])[CH3:2]. The catalyst class is: 24. (2) Reactant: CO[C:3]([C:5]1[CH:20]=[C:8]2[N:9]=[C:10]([CH3:19])[CH:11]=[C:12]([C:13]3[CH:18]=[CH:17][CH:16]=[CH:15][CH:14]=3)[N:7]2[N:6]=1)=[O:4].[OH-].[Na+].C1C=CC2N(O)N=NC=2C=1.CCN=C=NCCCN(C)C.C(N(C(C)C)CC)(C)C.[CH3:53][NH:54][CH:55]1[CH2:60][CH2:59][CH2:58][CH2:57][CH2:56]1. Product: [CH:55]1([N:54]([CH3:53])[C:3]([C:5]2[CH:20]=[C:8]3[N:9]=[C:10]([CH3:19])[CH:11]=[C:12]([C:13]4[CH:18]=[CH:17][CH:16]=[CH:15][CH:14]=4)[N:7]3[N:6]=2)=[O:4])[CH2:60][CH2:59][CH2:58][CH2:57][CH2:56]1. The catalyst class is: 353.